From a dataset of Forward reaction prediction with 1.9M reactions from USPTO patents (1976-2016). Predict the product of the given reaction. (1) Given the reactants [O:1]1[CH2:6][CH2:5][N:4]([C:7]2[C:8]3[N:9]([CH:13]=[C:14]([CH:16]4[CH2:19][N:18]([C:20]([O:22][C:23]([CH3:26])([CH3:25])[CH3:24])=[O:21])[CH2:17]4)[N:15]=3)[CH:10]=[CH:11][N:12]=2)[CH2:3][CH2:2]1.C1C(=O)N([Br:34])C(=O)C1, predict the reaction product. The product is: [Br:34][C:10]1[N:9]2[CH:13]=[C:14]([CH:16]3[CH2:19][N:18]([C:20]([O:22][C:23]([CH3:26])([CH3:25])[CH3:24])=[O:21])[CH2:17]3)[N:15]=[C:8]2[C:7]([N:4]2[CH2:3][CH2:2][O:1][CH2:6][CH2:5]2)=[N:12][CH:11]=1. (2) Given the reactants Br[C:2]1[CH:7]=[CH:6][CH:5]=[CH:4][CH:3]=1.Cl.[NH:9]1[CH2:14][CH2:13][CH2:12][C@H:11]([C:15]([OH:17])=[O:16])[CH2:10]1.CC(C)([O-])C.[Na+].C(P(C(C)(C)C)C1C=CC=CC=1C1C=CC=CC=1)(C)(C)C.O1CCOCC1, predict the reaction product. The product is: [C:2]1([N:9]2[CH2:14][CH2:13][CH2:12][C@H:11]([C:15]([OH:17])=[O:16])[CH2:10]2)[CH:7]=[CH:6][CH:5]=[CH:4][CH:3]=1. (3) Given the reactants C(OC[C@H]([C:15]1[C:24](C)=[CH:23][C:18]2[N:19]=[C:20](Br)S[C:17]=2[C:16]=1C1C=CC(Cl)=CC=1)OC(C)(C)C)(=O)C(C)(C)C.Cl[C:34]1C=C(B(O)O)C=C[N:35]=1.C(=O)([O-])[O-].[K+].[K+].C([O:55][CH2:56][C@@H:57]([O:82][C:83]([CH3:86])([CH3:85])[CH3:84])[C:58]1[C:73]([CH3:74])=[CH:72][C:61]2[N:62]=[C:63]([C:65]3[CH:70]=[CH:69][N:68]=[C:67](Cl)[CH:66]=3)[S:64][C:60]=2[C:59]=1[C:75]1[CH:80]=[CH:79][C:78]([Cl:81])=[CH:77][CH:76]=1)(=O)C(C)(C)C, predict the reaction product. The product is: [C:83]([O:82][C@@H:57]([C:58]1[C:73]([CH3:74])=[CH:72][C:61]2[N:62]=[C:63]([C:65]3[CH:70]=[CH:69][N:68]=[C:67]([C:24]4[CH:23]=[C:18]5[C:17]([CH:34]=[N:35][N:19]5[CH3:20])=[CH:16][CH:15]=4)[CH:66]=3)[S:64][C:60]=2[C:59]=1[C:75]1[CH:80]=[CH:79][C:78]([Cl:81])=[CH:77][CH:76]=1)[CH2:56][OH:55])([CH3:85])([CH3:84])[CH3:86]. (4) Given the reactants C(OC(N1CCC(=O)CC1)=O)(C)(C)C.CC1C=C(C)C=CC=1N.C(O)(=O)C.C(O[BH-](OC(=O)C)OC(=O)C)(=O)C.[Na+].C(=O)(O)[O-].[Na+].C(OC([N:54]1[CH2:59][CH2:58][CH:57]([NH:60][C:61]2[CH:66]=[CH:65][C:64]([CH3:67])=[CH:63][C:62]=2[CH3:68])[CH2:56][CH2:55]1)=O)(C)(C)C.[ClH:69], predict the reaction product. The product is: [ClH:69].[ClH:69].[CH3:68][C:62]1[CH:63]=[C:64]([CH3:67])[CH:65]=[CH:66][C:61]=1[NH:60][CH:57]1[CH2:58][CH2:59][NH:54][CH2:55][CH2:56]1. (5) Given the reactants [CH3:1][S:2][C:3]1[N:4]=[C:5]2[CH:11]=[C:10]([CH:12]=[O:13])[NH:9][C:6]2=[N:7][CH:8]=1.[H-].[Na+].[F:16][C:17]1[CH:24]=[CH:23][C:20]([CH2:21]Br)=[CH:19][CH:18]=1.[Cl-].[NH4+], predict the reaction product. The product is: [F:16][C:17]1[CH:24]=[CH:23][C:20]([CH2:21][N:9]2[C:6]3=[N:7][CH:8]=[C:3]([S:2][CH3:1])[N:4]=[C:5]3[CH:11]=[C:10]2[CH:12]=[O:13])=[CH:19][CH:18]=1. (6) The product is: [Br:1][C:2]1[CH:16]=[CH:15][C:5]2[O:6][C:7]([CH3:14])([CH3:13])[C:8](=[O:9])[NH:17][C:4]=2[CH:3]=1. Given the reactants [Br:1][C:2]1[CH:16]=[CH:15][C:5]([O:6][C:7]([CH3:14])([CH3:13])[C:8](OCC)=[O:9])=[C:4]([N+:17]([O-])=O)[CH:3]=1, predict the reaction product.